Regression. Given a peptide amino acid sequence and an MHC pseudo amino acid sequence, predict their binding affinity value. This is MHC class I binding data. From a dataset of Peptide-MHC class I binding affinity with 185,985 pairs from IEDB/IMGT. The peptide sequence is KAVYNFATA. The MHC is H-2-Db with pseudo-sequence H-2-Db. The binding affinity (normalized) is 0.497.